From a dataset of Forward reaction prediction with 1.9M reactions from USPTO patents (1976-2016). Predict the product of the given reaction. (1) Given the reactants C[O:2][C:3](=O)[C:4](=[O:30])[N:5]1[CH2:10][CH2:9][CH2:8][CH2:7][CH:6]1[C:11](=[O:29])[CH:12]([CH2:21][CH2:22][C:23]1[CH:28]=[CH:27][CH:26]=[CH:25][CH:24]=1)[CH2:13][CH2:14][C:15]1[CH:20]=[CH:19][CH:18]=[CH:17][CH:16]=1.[CH3:32][C:33]([Mg]Cl)([CH3:36])[CH2:34]C.[Cl-].[NH4+], predict the reaction product. The product is: [CH3:32][C:33]([CH3:36])([CH3:34])[C:3](=[O:2])[C:4]([N:5]1[CH2:10][CH2:9][CH2:8][CH2:7][CH:6]1[C:11](=[O:29])[CH:12]([CH2:21][CH2:22][C:23]1[CH:24]=[CH:25][CH:26]=[CH:27][CH:28]=1)[CH2:13][CH2:14][C:15]1[CH:20]=[CH:19][CH:18]=[CH:17][CH:16]=1)=[O:30]. (2) Given the reactants [Cl:1][C:2]1[C:20]([CH3:21])=[CH:19][C:5]2[N:6]=[C:7]3[C:12]([N:13]([CH2:14][CH:15]=O)[C:4]=2[CH:3]=1)=[N:11][C:10](=[O:17])[NH:9][C:8]3=[O:18].[C:22]1([CH2:28][NH2:29])[CH:27]=[CH:26][CH:25]=[CH:24][CH:23]=1.CC(O)=O.C([BH3-])#N.[Na+], predict the reaction product. The product is: [CH2:28]([NH:29][CH2:15][CH2:14][N:13]1[C:12]2[C:7]([C:8](=[O:18])[NH:9][C:10](=[O:17])[N:11]=2)=[N:6][C:5]2[CH:19]=[C:20]([CH3:21])[C:2]([Cl:1])=[CH:3][C:4]1=2)[C:22]1[CH:27]=[CH:26][CH:25]=[CH:24][CH:23]=1. (3) Given the reactants [CH3:1][C:2]1[NH:3][C:4]2[C:9]([CH:10]=1)=[CH:8][C:7]([NH2:11])=[CH:6][CH:5]=2.Cl[C:13]1[CH:18]=[CH:17][N:16]=[C:15]2[CH:19]=[C:20]([C:22]3[O:23][C:24]([C:27]4[CH:32]=[CH:31][C:30]([O:33][CH3:34])=[CH:29][CH:28]=4)=[CH:25][N:26]=3)[S:21][C:14]=12, predict the reaction product. The product is: [CH3:34][O:33][C:30]1[CH:31]=[CH:32][C:27]([C:24]2[O:23][C:22]([C:20]3[S:21][C:14]4[C:15](=[N:16][CH:17]=[CH:18][C:13]=4[NH:11][C:7]4[CH:8]=[C:9]5[C:4](=[CH:5][CH:6]=4)[NH:3][C:2]([CH3:1])=[CH:10]5)[CH:19]=3)=[N:26][CH:25]=2)=[CH:28][CH:29]=1. (4) Given the reactants [CH3:1][C:2]1[CH:31]=[CH:30][CH:29]=[C:28]([CH3:32])[C:3]=1[C:4]([NH:6][C@H:7]([C:22]1[CH:27]=[CH:26][CH:25]=[CH:24][CH:23]=1)[C:8]12[N:14](C(OC(C)(C)C)=O)[CH:11]([CH2:12][CH2:13]1)[CH2:10][CH2:9]2)=[O:5].Cl, predict the reaction product. The product is: [C:8]12([C@@H:7]([C:22]3[CH:23]=[CH:24][CH:25]=[CH:26][CH:27]=3)[NH:6][C:4](=[O:5])[C:3]3[C:28]([CH3:32])=[CH:29][CH:30]=[CH:31][C:2]=3[CH3:1])[NH:14][CH:11]([CH2:10][CH2:9]1)[CH2:12][CH2:13]2. (5) Given the reactants [C:1]([C:5]1[CH:6]=[C:7]([C:14](=[O:16])[CH3:15])[CH:8]=[C:9]([OH:13])[C:10]=1[O:11][CH3:12])([CH3:4])([CH3:3])[CH3:2].Br[CH2:18][CH2:19][O:20][CH3:21].[H-].[Na+], predict the reaction product. The product is: [C:1]([C:5]1[CH:6]=[C:7]([C:14](=[O:16])[CH3:15])[CH:8]=[C:9]([O:13][CH2:18][CH2:19][O:20][CH3:21])[C:10]=1[O:11][CH3:12])([CH3:4])([CH3:2])[CH3:3]. (6) Given the reactants [OH:1][C:2]1[CH:3]=[C:4]([C:8]2[C:17]3[C:12](=[C:13]([C:18]([F:21])([F:20])[F:19])[CH:14]=[CH:15][CH:16]=3)[N:11]=[CH:10][C:9]=2[C:22]([C:24]2[CH:29]=[CH:28][CH:27]=[CH:26][CH:25]=2)=[O:23])[CH:5]=[CH:6][CH:7]=1.Br[CH2:31][C:32]1[CH:41]=[CH:40][C:39]2[C:34](=[CH:35][CH:36]=[CH:37][CH:38]=2)[CH:33]=1, predict the reaction product. The product is: [CH:33]1[C:34]2[C:39](=[CH:38][CH:37]=[CH:36][CH:35]=2)[CH:40]=[CH:41][C:32]=1[CH2:31][O:1][C:2]1[CH:3]=[C:4]([C:8]2[C:17]3[C:12](=[C:13]([C:18]([F:21])([F:19])[F:20])[CH:14]=[CH:15][CH:16]=3)[N:11]=[CH:10][C:9]=2[C:22]([C:24]2[CH:25]=[CH:26][CH:27]=[CH:28][CH:29]=2)=[O:23])[CH:5]=[CH:6][CH:7]=1.